This data is from Full USPTO retrosynthesis dataset with 1.9M reactions from patents (1976-2016). The task is: Predict the reactants needed to synthesize the given product. (1) Given the product [C:36]([O:40][C:41]([NH:43][C@H:44]([C:49]([NH:29][CH:26]([C:27]#[N:28])[C:18]1[CH:23]=[CH:22][CH:21]=[CH:20][C:19]=1[O:69][CH3:67])=[O:51])[CH2:45][CH:46]([CH3:47])[CH3:48])=[O:42])([CH3:37])([CH3:38])[CH3:39], predict the reactants needed to synthesize it. The reactants are: Cl.CN(C)CCCN=C=NCC.O.ON1[C:19]2[CH:20]=[CH:21][CH:22]=[CH:23][C:18]=2N=N1.CO[CH:26]([NH:29]C1C=CC=CC=1)[C:27]#[N:28].[C:36]([O:40][C:41]([NH:43][C@H:44]([C:49]([OH:51])=O)[CH2:45][CH:46]([CH3:48])[CH3:47])=[O:42])([CH3:39])([CH3:38])[CH3:37].C(N(CC)C(C)C)(C)C.CCCC(C)C.[C:67](OCC)(=[O:69])C. (2) Given the product [F:14][C:15]([F:26])([F:25])[C:16]1[CH:21]=[CH:20][C:1]([C:2]2[CH:7]=[CH:6][C:5]([C:8](=[O:13])[CH2:9][CH2:10][CH2:11][CH3:12])=[CH:4][CH:3]=2)=[CH:18][CH:17]=1, predict the reactants needed to synthesize it. The reactants are: [CH3:1][C:2]1[CH:7]=[CH:6][C:5]([C:8](=[O:13])[CH2:9][CH2:10][CH2:11][CH3:12])=[CH:4][CH:3]=1.[F:14][C:15]([F:26])([F:25])[C:16]1[CH:21]=[CH:20]C(B(O)O)=[CH:18][CH:17]=1.C([O-])([O-])=O.[Na+].[Na+]. (3) Given the product [C:1]([O:5][C:6]([N:8]1[CH2:13][CH2:12][CH:11]([N:14]([C:15]2[CH:20]=[CH:19][C:18]([S:21][CH3:22])=[CH:17][CH:16]=2)[CH2:24][C:25]2[CH:26]=[C:27]([C:31]3[CH:36]=[C:35]([O:37][CH3:38])[C:34]([O:39][CH3:40])=[C:33]([O:41][CH3:42])[CH:32]=3)[CH:28]=[N:29][CH:30]=2)[CH2:10][CH2:9]1)=[O:7])([CH3:4])([CH3:3])[CH3:2], predict the reactants needed to synthesize it. The reactants are: [C:1]([O:5][C:6]([N:8]1[CH2:13][CH2:12][CH:11]([NH:14][C:15]2[CH:20]=[CH:19][C:18]([S:21][CH3:22])=[CH:17][CH:16]=2)[CH2:10][CH2:9]1)=[O:7])([CH3:4])([CH3:3])[CH3:2].Cl[CH2:24][C:25]1[CH:26]=[C:27]([C:31]2[CH:36]=[C:35]([O:37][CH3:38])[C:34]([O:39][CH3:40])=[C:33]([O:41][CH3:42])[CH:32]=2)[CH:28]=[N:29][CH:30]=1. (4) Given the product [S:1]1[C:5]2[CH:6]=[CH:7][CH:8]=[CH:9][C:4]=2[N:3]=[C:2]1[C:10](=[C:11]([C:12]1[O:13][CH:14]=[CH:15][CH:16]=1)[OH:17])[C:25]#[N:26], predict the reactants needed to synthesize it. The reactants are: [S:1]1[C:5]2[CH:6]=[CH:7][CH:8]=[CH:9][C:4]=2[N:3]=[C:2]1[C:10]([C:25]#[N:26])=[C:11]([O:17]C(C1OC=CC=1)=O)[C:12]1[O:13][CH:14]=[CH:15][CH:16]=1.[OH-].[K+].O.Cl. (5) Given the product [Br:1][C:2]1[CH:7]=[CH:6][C:5]([N:8]2[C:12]3=[N:13][CH:14]=[N:15][C:16]([Cl:20])=[C:11]3[CH:10]=[N:9]2)=[CH:4][CH:3]=1, predict the reactants needed to synthesize it. The reactants are: [Br:1][C:2]1[CH:7]=[CH:6][C:5]([N:8]2[C:12]3[N:13]=[CH:14][NH:15][C:16](=O)[C:11]=3[CH:10]=[N:9]2)=[CH:4][CH:3]=1.O=P(Cl)(Cl)[Cl:20]. (6) Given the product [NH2:24][C:11]([C:9]1[NH:10][C:6]([C:4]([O:3][CH2:1][CH3:2])=[O:5])=[C:7]([CH3:23])[C:8]=1[S:14]([C:17]1[CH:22]=[CH:21][CH:20]=[CH:19][CH:18]=1)(=[O:16])=[O:15])=[O:12], predict the reactants needed to synthesize it. The reactants are: [CH2:1]([O:3][C:4]([C:6]1[NH:10][C:9]([C:11](O)=[O:12])=[C:8]([S:14]([C:17]2[CH:22]=[CH:21][CH:20]=[CH:19][CH:18]=2)(=[O:16])=[O:15])[C:7]=1[CH3:23])=[O:5])[CH3:2].[N:24]1C=CC=CC=1.C(OC(OC(C)(C)C)=O)(OC(C)(C)C)=O.C(=O)([O-])[O-].[NH4+].[NH4+].